From a dataset of Full USPTO retrosynthesis dataset with 1.9M reactions from patents (1976-2016). Predict the reactants needed to synthesize the given product. (1) Given the product [ClH:43].[CH3:13][O:14][C:15]1[CH:16]=[C:17]2[C:21](=[CH:22][CH:23]=1)[NH:20][CH:19]=[C:18]2[CH2:24][CH2:25][NH:26][C:27]1[CH:32]=[C:31]([C:33]2[CH:38]=[CH:37][CH:36]=[C:35]([O:39][CH3:40])[CH:34]=2)[N:30]=[C:29]([O:41][CH3:42])[N:28]=1, predict the reactants needed to synthesize it. The reactants are: [N+](C1C=CC(CCN)=CC=1)([O-])=O.[CH3:13][O:14][C:15]1[CH:16]=[C:17]2[C:21](=[CH:22][CH:23]=1)[NH:20][CH:19]=[C:18]2[CH2:24][CH2:25][NH:26][C:27]1[CH:32]=[C:31]([C:33]2[CH:38]=[CH:37][CH:36]=[C:35]([O:39][CH3:40])[CH:34]=2)[N:30]=[C:29]([O:41][CH3:42])[N:28]=1.[ClH:43]. (2) Given the product [Cl:1][C:2]1[CH:7]=[CH:6][N:5]=[C:4]2[NH:8][C:18]([C:15]3[N:16]=[CH:17][C:12]([N:11]([CH3:21])[CH3:10])=[CH:13][CH:14]=3)=[N:9][C:3]=12, predict the reactants needed to synthesize it. The reactants are: [Cl:1][C:2]1[CH:7]=[CH:6][N:5]=[C:4]([NH2:8])[C:3]=1[NH2:9].[CH3:10][N:11]([CH3:21])[C:12]1[CH:13]=[CH:14][C:15]([C:18](O)=O)=[N:16][CH:17]=1.[Cl-].[NH4+].[OH-].[Na+].